This data is from Forward reaction prediction with 1.9M reactions from USPTO patents (1976-2016). The task is: Predict the product of the given reaction. Given the reactants [CH:1]([C:4]1[NH:5][C:6](=O)[C:7]([C:14]#[N:15])=[C:8]2[C:13]=1[CH2:12][CH2:11][CH2:10][CH2:9]2)([CH3:3])[CH3:2].CN([P+](ON1N=NC2C=CC=CC1=2)(N(C)C)N(C)C)C.F[P-](F)(F)(F)(F)F.C(N(C(C)C)CC)(C)C.[NH:53]1[CH2:58][CH2:57][O:56][CH2:55][CH2:54]1, predict the reaction product. The product is: [CH:1]([C:4]1[C:13]2[CH2:12][CH2:11][CH2:10][CH2:9][C:8]=2[C:7]([C:14]#[N:15])=[C:6]([N:53]2[CH2:58][CH2:57][O:56][CH2:55][CH2:54]2)[N:5]=1)([CH3:3])[CH3:2].